Dataset: TCR-epitope binding with 47,182 pairs between 192 epitopes and 23,139 TCRs. Task: Binary Classification. Given a T-cell receptor sequence (or CDR3 region) and an epitope sequence, predict whether binding occurs between them. (1) The epitope is VLWAHGFEL. The TCR CDR3 sequence is CASSLEAGAVFMDF. Result: 1 (the TCR binds to the epitope). (2) The epitope is FLASKIGRLV. The TCR CDR3 sequence is CASSQRLGPEQGGTGELFF. Result: 0 (the TCR does not bind to the epitope). (3) The epitope is GTSGSPIINR. The TCR CDR3 sequence is CASSAGAGELFF. Result: 1 (the TCR binds to the epitope). (4) The epitope is EHPTFTSQYRIQGKL. The TCR CDR3 sequence is CASSIWLSGPNYGYTF. Result: 0 (the TCR does not bind to the epitope). (5) The epitope is KLGGALQAK. The TCR CDR3 sequence is CASAEVWVVTGELFF. Result: 1 (the TCR binds to the epitope).